From a dataset of Full USPTO retrosynthesis dataset with 1.9M reactions from patents (1976-2016). Predict the reactants needed to synthesize the given product. (1) Given the product [Cl:18][C:7]1[CH:8]=[C:9]2[O:1][C:2](=[O:10])[NH:3][C:4]2=[N:5][CH:6]=1, predict the reactants needed to synthesize it. The reactants are: [O:1]1[C:9]2[C:4](=[N:5][CH:6]=[CH:7][CH:8]=2)[NH:3][C:2]1=[O:10].C1C(=O)N([Cl:18])C(=O)C1. (2) The reactants are: C(NC(C)C)(C)C.C([Li])CCC.C([N-]C(C)C)(C)C.[Li+].[F:21][C:22]1[CH:29]=[CH:28][C:25]([C:26]#[N:27])=[C:24]([C:30]([F:33])([F:32])[F:31])[CH:23]=1.[O:34]1CCC[CH2:35]1. Given the product [F:21][C:22]1[C:29]([CH:35]=[O:34])=[CH:28][C:25]([C:26]#[N:27])=[C:24]([C:30]([F:31])([F:32])[F:33])[CH:23]=1, predict the reactants needed to synthesize it.